This data is from Full USPTO retrosynthesis dataset with 1.9M reactions from patents (1976-2016). The task is: Predict the reactants needed to synthesize the given product. (1) Given the product [CH:18]1([C:21]([C:2]2[CH:10]=[CH:9][C:8]([O:11][CH3:12])=[CH:7][C:3]=2[C:4]([OH:6])=[O:5])=[O:22])[CH2:20][CH2:19]1, predict the reactants needed to synthesize it. The reactants are: Br[C:2]1[CH:10]=[CH:9][C:8]([O:11][CH3:12])=[CH:7][C:3]=1[C:4]([OH:6])=[O:5].C([Li])CCC.[CH:18]1([C:21](N(OC)C)=[O:22])[CH2:20][CH2:19]1. (2) Given the product [CH:19]1([CH2:18][C:12]([F:21])([F:11])[C:13]([O:15][CH2:16][CH3:17])=[O:14])[CH2:2][CH2:20]1, predict the reactants needed to synthesize it. The reactants are: F[C:2](F)(F)C(O)=O.ICI.[F:11][C:12]([F:21])([CH2:18][CH:19]=[CH2:20])[C:13]([O:15][CH2:16][CH3:17])=[O:14].Cl.